This data is from Experimental lipophilicity measurements (octanol/water distribution) for 4,200 compounds from AstraZeneca. The task is: Regression/Classification. Given a drug SMILES string, predict its absorption, distribution, metabolism, or excretion properties. Task type varies by dataset: regression for continuous measurements (e.g., permeability, clearance, half-life) or binary classification for categorical outcomes (e.g., BBB penetration, CYP inhibition). For this dataset (lipophilicity_astrazeneca), we predict Y. The compound is CC(C)(C)C(O)/C(=C\c1ccc(Cl)cc1Cl)n1cncn1. The Y is 3.80 logD.